This data is from Reaction yield outcomes from USPTO patents with 853,638 reactions. The task is: Predict the reaction yield, written as a fraction of the theoretical maximum amount of product (1.0 means a 100% yield; for example, 0.34 means a 34% yield). (1) The reactants are C(N[C:6](=[O:22])[C:7]1[CH:12]=[CH:11][N:10]=[CH:9][C:8]=1[CH2:13][C:14](=[O:21])[C:15]1[CH:20]=[CH:19][N:18]=[CH:17][CH:16]=1)(C)(C)C. The catalyst is CN(C=O)C. The product is [N:18]1[CH:19]=[CH:20][C:15]([C:14]2[O:21][C:6](=[O:22])[C:7]3[CH:12]=[CH:11][N:10]=[CH:9][C:8]=3[CH:13]=2)=[CH:16][CH:17]=1. The yield is 0.830. (2) The reactants are [F:1][C:2]1[CH:30]=[CH:29][C:5]([CH2:6][NH:7][C:8]([C:10]2[N:11]=[C:12]3[N:27]([CH3:28])[CH2:26][CH2:25][N:13]3[C:14](=[O:24])[C:15]=2[O:16]CC2C=CC=CC=2)=[O:9])=[CH:4][CH:3]=1.[H][H]. The catalyst is C(OCC)(=O)C.C(O)C.[Pd]. The product is [F:1][C:2]1[CH:3]=[CH:4][C:5]([CH2:6][NH:7][C:8]([C:10]2[N:11]=[C:12]3[N:27]([CH3:28])[CH2:26][CH2:25][N:13]3[C:14](=[O:24])[C:15]=2[OH:16])=[O:9])=[CH:29][CH:30]=1. The yield is 0.830. (3) The catalyst is CS(C)=O. The yield is 0.795. The reactants are [C:1]([O:5][C:6](=[O:25])[NH:7][CH2:8][CH2:9][C:10]1[CH:15]=[CH:14][C:13]([O:16][C:17]2[CH:22]=[CH:21][CH:20]=[C:19]([C:23]#[N:24])[N:18]=2)=[CH:12][CH:11]=1)([CH3:4])([CH3:3])[CH3:2].C([O-])([O-])=[O:27].[K+].[K+].OO. The product is [C:1]([O:5][C:6](=[O:25])[NH:7][CH2:8][CH2:9][C:10]1[CH:15]=[CH:14][C:13]([O:16][C:17]2[CH:22]=[CH:21][CH:20]=[C:19]([C:23](=[O:27])[NH2:24])[N:18]=2)=[CH:12][CH:11]=1)([CH3:4])([CH3:2])[CH3:3]. (4) The reactants are [C:1]([O:4][C:5]1([OH:17])[CH:14]=[CH:13][C:8](/[CH:9]=[CH:10]/[CH:11]=[O:12])=[CH:7][CH:6]1[O:15][CH3:16])(=[O:3])[CH3:2]. The catalyst is C(Cl)Cl. The product is [C:1]([O:4][C:5]1([OH:17])[CH:14]=[CH:13][C:8](/[CH:9]=[CH:10]/[CH2:11][OH:12])=[CH:7][CH:6]1[O:15][CH3:16])(=[O:3])[CH3:2]. The yield is 0.960. (5) The reactants are [CH2:1]([N:3]1[C:11]2[C:6](=[CH:7][CH:8]=[C:9]([C:12]([F:15])([F:14])[F:13])[CH:10]=2)[C:5]([C:16]#[N:17])=[C:4]1[N:18]1[CH2:23][CH2:22][NH:21][CH2:20][CH2:19]1)[CH3:2].N1C=CC=CC=1.[CH:30]1([S:33](Cl)(=[O:35])=[O:34])[CH2:32][CH2:31]1. The catalyst is ClCCl. The product is [CH:30]1([S:33]([N:21]2[CH2:20][CH2:19][N:18]([C:4]3[N:3]([CH2:1][CH3:2])[C:11]4[C:6]([C:5]=3[C:16]#[N:17])=[CH:7][CH:8]=[C:9]([C:12]([F:14])([F:15])[F:13])[CH:10]=4)[CH2:23][CH2:22]2)(=[O:35])=[O:34])[CH2:32][CH2:31]1. The yield is 0.700. (6) The catalyst is C(Cl)Cl.C(=O)([O-])O.[Na+].CC(C)[O-].Cl[Ti+3].CC(C)[O-].CC(C)[O-].N1CCCCC1.CCCCCCC. The yield is 0.170. The product is [CH3:1][O:2][C:3]1[CH:10]=[C:9]([O:11][CH3:12])[CH:8]=[CH:7][C:4]=1[CH2:5][NH:21][C:17]1[S:16][N:15]=[CH:14][N:18]=1. The reactants are [CH3:1][O:2][C:3]1[CH:10]=[C:9]([O:11][CH3:12])[CH:8]=[CH:7][C:4]=1[CH:5]=O.N[C:14]1[N:18]=[CH:17][S:16][N:15]=1.CC[N:21](CC)CC.[BH4-].[Na+].